From a dataset of Full USPTO retrosynthesis dataset with 1.9M reactions from patents (1976-2016). Predict the reactants needed to synthesize the given product. (1) Given the product [CH3:42][C:39]1[N:38]=[CH:37][C:36]([C:32]2[CH:31]=[C:30]([C:28]3[CH2:27][C:26](=[O:43])[NH:19][C:9]4[CH:10]=[C:11]([N:14]5[CH:18]=[CH:17][CH:16]=[CH:15]5)[CH:12]=[CH:13][C:8]=4[N:7]=3)[CH:35]=[CH:34][CH:33]=2)=[CH:41][CH:40]=1, predict the reactants needed to synthesize it. The reactants are: C(OC(=O)[NH:7][C:8]1[CH:13]=[CH:12][C:11]([N:14]2[CH:18]=[CH:17][CH:16]=[CH:15]2)=[CH:10][C:9]=1[NH2:19])(C)(C)C.C(O[C:26](=[O:43])[CH2:27][C:28]([C:30]1[CH:35]=[CH:34][CH:33]=[C:32]([C:36]2[CH:37]=[N:38][C:39]([CH3:42])=[CH:40][CH:41]=2)[CH:31]=1)=O)(C)(C)C. (2) Given the product [F:1][C:2]1[CH:7]=[CH:6][CH:5]=[C:4]([F:8])[C:3]=1[S:9]([NH:12][C:13]1[CH:18]=[CH:17][CH:16]=[C:15]([C:19]2[N:20]=[C:21]([CH:31]3[CH2:36][CH2:35][NH:34][CH2:33][CH2:32]3)[S:22][C:23]=2[C:24]2[CH:29]=[CH:28][N:27]=[C:26]([CH3:30])[N:25]=2)[C:14]=1[F:44])(=[O:10])=[O:11], predict the reactants needed to synthesize it. The reactants are: [F:1][C:2]1[CH:7]=[CH:6][CH:5]=[C:4]([F:8])[C:3]=1[S:9]([NH:12][C:13]1[C:14]([F:44])=[C:15]([C:19]2[N:20]=[C:21]([CH:31]3[CH2:36][CH2:35][N:34](C(OC(C)(C)C)=O)[CH2:33][CH2:32]3)[S:22][C:23]=2[C:24]2[CH:29]=[CH:28][N:27]=[C:26]([CH3:30])[N:25]=2)[CH:16]=[CH:17][CH:18]=1)(=[O:11])=[O:10].C(O)(C(F)(F)F)=O. (3) Given the product [N:13]1[C:14]2[C:19](=[CH:18][CH:17]=[CH:16][CH:15]=2)[CH:20]=[CH:21][C:12]=1[CH:10]1[CH2:11][N:8]([C:3]2[C:2]([N:22]3[CH2:27][CH2:26][CH:25]([CH2:74][OH:78])[CH2:24][CH2:23]3)=[CH:7][CH:6]=[CH:5][N:4]=2)[CH2:9]1, predict the reactants needed to synthesize it. The reactants are: Br[C:2]1[C:3]([N:8]2[CH2:11][CH:10]([C:12]3[CH:21]=[CH:20][C:19]4[C:14](=[CH:15][CH:16]=[CH:17][CH:18]=4)[N:13]=3)[CH2:9]2)=[N:4][CH:5]=[CH:6][CH:7]=1.[NH:22]1[CH2:27][CH2:26][CH2:25][CH2:24][CH2:23]1.C1C=CC(P(C2C(C3C(P(C4C=CC=CC=4)C4C=CC=CC=4)=CC=C4C=3C=CC=C4)=C3C(C=CC=C3)=CC=2)C2C=CC=CC=2)=CC=1.[C:74]([O:78][Na])(C)(C)C. (4) Given the product [CH3:10][O:11][C:12](=[O:42])[CH2:13][C@H:14]1[C:18]2[CH:19]=[CH:20][C:21]([O:23][C@H:24]3[C:32]4[C:27](=[C:28]([C:2]5[C:3]([CH3:9])=[N:4][CH:5]=[N:6][C:7]=5[CH3:8])[CH:29]=[CH:30][CH:31]=4)[CH2:26][CH2:25]3)=[CH:22][C:17]=2[O:16][CH2:15]1, predict the reactants needed to synthesize it. The reactants are: Br[C:2]1[C:3]([CH3:9])=[N:4][CH:5]=[N:6][C:7]=1[CH3:8].[CH3:10][O:11][C:12](=[O:42])[CH2:13][C@H:14]1[C:18]2[CH:19]=[CH:20][C:21]([O:23][C@H:24]3[C:32]4[C:27](=[C:28](B5OC(C)(C)C(C)(C)O5)[CH:29]=[CH:30][CH:31]=4)[CH2:26][CH2:25]3)=[CH:22][C:17]=2[O:16][CH2:15]1. (5) Given the product [ClH:44].[C:26]([C:25]1[N:16]([CH2:15][C:12]2[CH:11]=[CH:10][C:9]([CH2:8][NH2:7])=[CH:14][CH:13]=2)[C:17](=[O:36])[C:18]2[C:23]([C:24]=1[C:29]1[CH:30]=[CH:31][CH:32]=[CH:33][CH:34]=1)=[CH:22][C:21]([Br:35])=[CH:20][CH:19]=2)(=[O:28])[CH3:27], predict the reactants needed to synthesize it. The reactants are: C(OC(=O)[NH:7][CH2:8][C:9]1[CH:14]=[CH:13][C:12]([CH2:15][N:16]2[C:25]([C:26](=[O:28])[CH3:27])=[C:24]([C:29]3[CH:34]=[CH:33][CH:32]=[CH:31][CH:30]=3)[C:23]3[C:18](=[CH:19][CH:20]=[C:21]([Br:35])[CH:22]=3)[C:17]2=[O:36])=[CH:11][CH:10]=1)(C)(C)C.C(OC(=O)C)C.[ClH:44]. (6) Given the product [OH:2][C:3]1[CH:4]=[C:5]([CH2:11][CH2:12][C:13]2[CH:18]=[CH:17][C:16]([NH:19][C:20]3[CH:28]=[CH:27][CH:26]=[CH:25][C:21]=3[C:22]([OH:24])=[O:23])=[CH:15][CH:14]=2)[CH:6]=[CH:7][C:8]=1[OH:9], predict the reactants needed to synthesize it. The reactants are: C[O:2][C:3]1[CH:4]=[C:5]([CH2:11][CH2:12][C:13]2[CH:18]=[CH:17][C:16]([NH:19][C:20]3[CH:28]=[CH:27][CH:26]=[CH:25][C:21]=3[C:22]([OH:24])=[O:23])=[CH:15][CH:14]=2)[CH:6]=[CH:7][C:8]=1[O:9]C.B(Br)(Br)Br. (7) Given the product [Cl:19][C:16]1[C:17]([F:18])=[C:10]2[C:11]([CH:12]=[C:1]([N+:5]([O-:7])=[O:6])[CH:2]=[N:3]2)=[CH:14][C:15]=1[F:20], predict the reactants needed to synthesize it. The reactants are: [CH2:1]([N+:5]([O-:7])=[O:6])/[CH:2]=[N:3]\O.Cl.N[C:10]1[C:17]([F:18])=[C:16]([Cl:19])[C:15]([F:20])=[CH:14][C:11]=1[CH:12]=O.